From a dataset of Full USPTO retrosynthesis dataset with 1.9M reactions from patents (1976-2016). Predict the reactants needed to synthesize the given product. (1) Given the product [F:13][C:10]([F:11])([F:12])[S:7]([O:6][C:32]1[CH:33]=[CH:34][C:29]([O:28][CH2:27][C:22]2[CH:21]=[CH:20][C:19]3[C:24](=[CH:25][CH:26]=[C:17]([F:16])[CH:18]=3)[N:23]=2)=[CH:30][C:31]=1[C:36]1([C:40]2[CH:41]=[CH:42][CH:43]=[CH:44][CH:45]=2)[CH2:39][CH2:38][CH2:37]1)(=[O:8])=[O:9], predict the reactants needed to synthesize it. The reactants are: FC(F)(F)S([O:6][S:7]([C:10]([F:13])([F:12])[F:11])(=[O:9])=[O:8])(=O)=O.[F:16][C:17]1[CH:18]=[C:19]2[C:24](=[CH:25][CH:26]=1)[N:23]=[C:22]([CH2:27][O:28][C:29]1[CH:34]=[CH:33][C:32](O)=[C:31]([C:36]3([C:40]4[CH:45]=[CH:44][CH:43]=[CH:42][CH:41]=4)[CH2:39][CH2:38][CH2:37]3)[CH:30]=1)[CH:21]=[CH:20]2.O. (2) Given the product [O:21]1[CH:25]=[C:24]([CH2:26][N:27]2[CH2:2][CH:3]([CH2:8][CH2:9][CH3:10])[CH2:4][C:5]2=[O:7])[CH:23]=[N:22]1, predict the reactants needed to synthesize it. The reactants are: O[CH:2]1O[C:5](=[O:7])[CH2:4][CH:3]1[CH2:8][CH2:9][CH3:10].CCN(C(C)C)C(C)C.Cl.[O:21]1[CH:25]=[C:24]([CH2:26][NH2:27])[CH:23]=[N:22]1. (3) Given the product [F:13][C:14]1[CH:15]=[C:16]([C:20]#[C:21][C:2]2[CH:3]=[CH:4][C:5]([C:6]([OH:8])=[O:7])=[CH:11][CH:12]=2)[CH:17]=[CH:18][CH:19]=1, predict the reactants needed to synthesize it. The reactants are: I[C:2]1[CH:12]=[CH:11][C:5]([C:6]([O:8]CC)=[O:7])=[CH:4][CH:3]=1.[F:13][C:14]1[CH:15]=[C:16]([C:20]#[CH:21])[CH:17]=[CH:18][CH:19]=1.C(NCC)C.[Li+].[OH-].Cl. (4) Given the product [CH3:18][O:19][C:20](=[O:38])[C@H:21]([CH2:23][C:24]1[CH:29]=[CH:28][C:27]([C:30]2[CH:35]=[CH:34][CH:33]=[CH:32][C:31]=2[O:36][CH3:37])=[CH:26][CH:25]=1)[NH:22][C:4](=[O:6])[C:3]1[CH:7]=[CH:8][C:9]([C:11]([O:13][C:14]([CH3:17])([CH3:16])[CH3:15])=[O:12])=[CH:10][C:2]=1[Cl:1], predict the reactants needed to synthesize it. The reactants are: [Cl:1][C:2]1[CH:10]=[C:9]([C:11]([O:13][C:14]([CH3:17])([CH3:16])[CH3:15])=[O:12])[CH:8]=[CH:7][C:3]=1[C:4]([OH:6])=O.[CH3:18][O:19][C:20](=[O:38])[C@H:21]([CH2:23][C:24]1[CH:29]=[CH:28][C:27]([C:30]2[CH:35]=[CH:34][CH:33]=[CH:32][C:31]=2[O:36][CH3:37])=[CH:26][CH:25]=1)[NH2:22]. (5) Given the product [Br:1][C:2]1[CH:7]=[CH:6][C:5]([CH2:8][O:9][C:13]2[CH:18]=[CH:17][CH:16]=[CH:15][CH:14]=2)=[CH:4][C:3]=1[N+:10]([O-:12])=[O:11], predict the reactants needed to synthesize it. The reactants are: [Br:1][C:2]1[CH:7]=[CH:6][C:5]([CH2:8][OH:9])=[CH:4][C:3]=1[N+:10]([O-:12])=[O:11].[C:13]1(O)[CH:18]=[CH:17][CH:16]=[CH:15][CH:14]=1.C1(P(C2C=CC=CC=2)C2C=CC=CC=2)C=CC=CC=1.CC(OC(/N=N/C(OC(C)C)=O)=O)C. (6) Given the product [CH3:23][O:22][C:20](=[O:21])[C:19]1[CH:18]=[CH:17][C:13]([C:14]([NH:59][CH2:58][C:53]2[CH:54]=[CH:55][CH:56]=[C:57]3[C:52]=2[CH:51]=[CH:50][NH:49]3)=[O:16])=[CH:12][C:11]=1[Br:10], predict the reactants needed to synthesize it. The reactants are: C(N(C(C)C)CC)(C)C.[Br:10][C:11]1[CH:12]=[C:13]([CH:17]=[CH:18][C:19]=1[C:20]([O:22][CH3:23])=[O:21])[C:14]([OH:16])=O.F[P-](F)(F)(F)(F)F.N1(OC(N(C)C)=[N+](C)C)C2C=CC=CC=2N=N1.Cl.[NH:49]1[C:57]2[CH:56]=[CH:55][CH:54]=[C:53]([CH2:58][NH2:59])[C:52]=2[CH:51]=[CH:50]1.ON1C2C=CC=CC=2N=N1.